Predict the reactants needed to synthesize the given product. From a dataset of Full USPTO retrosynthesis dataset with 1.9M reactions from patents (1976-2016). (1) Given the product [CH2:21]([O:28][C:29]1[CH:30]=[C:31]([N:16]2[C:14]3[N:15]=[C:10]([C:4]4[CH:5]=[CH:6][C:7]([O:8][CH3:9])=[C:2]([F:1])[CH:3]=4)[N:11]=[C:12]([CH3:20])[C:13]=3[CH2:18][C:17]2=[O:19])[CH:32]=[CH:33][CH:34]=1)[C:22]1[CH:27]=[CH:26][CH:25]=[CH:24][CH:23]=1, predict the reactants needed to synthesize it. The reactants are: [F:1][C:2]1[CH:3]=[C:4]([C:10]2[N:11]=[C:12]([CH3:20])[C:13]3[CH2:18][C:17](=[O:19])[NH:16][C:14]=3[N:15]=2)[CH:5]=[CH:6][C:7]=1[O:8][CH3:9].[CH2:21]([O:28][C:29]1[CH:34]=[CH:33][CH:32]=[C:31](I)[CH:30]=1)[C:22]1[CH:27]=[CH:26][CH:25]=[CH:24][CH:23]=1.[F-].[Cs+].NC1CCCCC1N. (2) Given the product [CH:7]1([C@H:10]([NH:12][C:13]2[C:14]3[N:15]([CH:22]=[C:23]([C:25]4[O:26][C:27]([N:1]5[CH2:6][CH2:5][O:4][CH2:3][CH2:2]5)=[N:28][N:29]=4)[CH:24]=3)[N:16]=[CH:17][C:18]=2[C:19]([NH2:21])=[O:20])[CH3:11])[CH2:9][CH2:8]1, predict the reactants needed to synthesize it. The reactants are: [NH:1]1[CH2:6][CH2:5][O:4][CH2:3][CH2:2]1.[CH:7]1([C@H:10]([NH:12][C:13]2[C:14]3[N:15]([CH:22]=[C:23]([C:25]4[O:26][C:27](SC)=[N:28][N:29]=4)[CH:24]=3)[N:16]=[CH:17][C:18]=2[C:19]([NH2:21])=[O:20])[CH3:11])[CH2:9][CH2:8]1. (3) Given the product [OH:5][CH:4]([C:6]1[CH:11]=[CH:10][C:9]([N:12]2[CH2:16][CH2:15][CH2:14][CH2:13]2)=[CH:8][CH:7]=1)[CH2:3][N:2]([CH3:1])[S:27]([C:26]1[C:22]2[CH2:21][CH2:20][CH2:19][C:18](=[O:17])[C:23]=2[S:24][CH:25]=1)(=[O:28])=[O:29], predict the reactants needed to synthesize it. The reactants are: [CH3:1][NH:2][CH2:3][CH:4]([C:6]1[CH:11]=[CH:10][C:9]([N:12]2[CH2:16][CH2:15][CH2:14][CH2:13]2)=[CH:8][CH:7]=1)[OH:5].[O:17]=[C:18]1[C:23]2[S:24][CH:25]=[C:26]([S:27](Cl)(=[O:29])=[O:28])[C:22]=2[CH2:21][CH2:20][CH2:19]1.